Dataset: Blood-brain barrier permeability classification from the B3DB database. Task: Regression/Classification. Given a drug SMILES string, predict its absorption, distribution, metabolism, or excretion properties. Task type varies by dataset: regression for continuous measurements (e.g., permeability, clearance, half-life) or binary classification for categorical outcomes (e.g., BBB penetration, CYP inhibition). Dataset: b3db_classification. (1) The molecule is C[C@H](N)C(=O)c1ccccc1. The result is 1 (penetrates BBB). (2) The drug is COC(=O)C(c1ccccc1Cl)N1CCc2sccc2C1. The result is 0 (does not penetrate BBB). (3) The molecule is CCC(C)=O. The result is 1 (penetrates BBB). (4) The compound is CN(C)S(=O)(=O)c1ccc2c(c1)N(CCCN1CCC(CCO)CC1)c1ccccc1S2. The result is 1 (penetrates BBB). (5) The drug is OCCOC1CCN(CCCN2c3ccccc3Sc3ccc(C(F)(F)F)cc32)CC1. The result is 1 (penetrates BBB). (6) The drug is CN(C(=O)C(c1ccccc1)c1ccccc1)[C@H](CN1CCC(O)C1)c1ccccc1. The result is 1 (penetrates BBB). (7) The molecule is CC(C)NCC1CCc2cc(CO)c([N+](=O)[O-])cc2N1. The result is 0 (does not penetrate BBB).